Dataset: Full USPTO retrosynthesis dataset with 1.9M reactions from patents (1976-2016). Task: Predict the reactants needed to synthesize the given product. Given the product [Cl:3][C:9]1[CH:10]=[CH:11][N:6]=[C:7]2[CH2:14][N:13]([C:15]([O:17][CH2:18][CH3:19])=[O:16])[CH2:12][C:8]=12, predict the reactants needed to synthesize it. The reactants are: O=P(Cl)(Cl)[Cl:3].[N+:6]1([O-])[CH:11]=[CH:10][CH:9]=[C:8]2[CH2:12][N:13]([C:15]([O:17][CH2:18][CH3:19])=[O:16])[CH2:14][C:7]=12.